Dataset: Reaction yield outcomes from USPTO patents with 853,638 reactions. Task: Predict the reaction yield, written as a fraction of the theoretical maximum amount of product (1.0 means a 100% yield; for example, 0.34 means a 34% yield). (1) The reactants are [CH3:1][N:2]1[CH2:7][CH2:6][N:5]([C:8]2[C:17]3[C:12](=[CH:13][CH:14]=[CH:15][CH:16]=3)[CH:11]=[C:10]([NH2:18])[N:9]=2)[CH2:4][CH2:3]1.N1C=CC=CC=1.[C:25]1([S:31]([Cl:34])(=[O:33])=[O:32])[CH:30]=[CH:29][CH:28]=[CH:27][CH:26]=1. The catalyst is C(Cl)Cl. The product is [ClH:34].[CH3:1][N:2]1[CH2:3][CH2:4][N:5]([C:8]2[C:17]3[C:12](=[CH:13][CH:14]=[CH:15][CH:16]=3)[CH:11]=[C:10]([NH:18][S:31]([C:25]3[CH:30]=[CH:29][CH:28]=[CH:27][CH:26]=3)(=[O:33])=[O:32])[N:9]=2)[CH2:6][CH2:7]1. The yield is 0.570. (2) The reactants are Cl.[I:2][C:3]1[N:4]=[C:5]([C@@H:8]2[CH2:12][CH2:11][CH2:10][NH:9]2)[NH:6][CH:7]=1.[CH3:13][O:14][C:15]([NH:17][C@@H:18]([CH:22]([CH3:24])[CH3:23])[C:19](O)=[O:20])=[O:16].C1C=CC2N(O)N=NC=2C=1.CCN=C=NCCCN(C)C.CCN(C(C)C)C(C)C. The catalyst is CN(C=O)C. The product is [CH3:13][O:14][C:15](=[O:16])[NH:17][C@H:18]([C:19]([N:9]1[CH2:10][CH2:11][CH2:12][C@H:8]1[C:5]1[NH:4][C:3]([I:2])=[CH:7][N:6]=1)=[O:20])[CH:22]([CH3:24])[CH3:23]. The yield is 0.650. (3) The reactants are [CH:1]1([C:7]2[C:15]3[C:10](=[CH:11][C:12]([C:16]([O:18][CH3:19])=[O:17])=[CH:13][CH:14]=3)[NH:9][C:8]=2[C:20]2[CH:25]=[CH:24][CH:23]=[CH:22][N:21]=2)[CH2:6][CH2:5][CH2:4][CH:3]=[CH:2]1. The catalyst is CO.[Pd]. The product is [CH:1]1([C:7]2[C:15]3[C:10](=[CH:11][C:12]([C:16]([O:18][CH3:19])=[O:17])=[CH:13][CH:14]=3)[NH:9][C:8]=2[C:20]2[CH:25]=[CH:24][CH:23]=[CH:22][N:21]=2)[CH2:6][CH2:5][CH2:4][CH2:3][CH2:2]1. The yield is 0.940. (4) The reactants are F.F.F.C(N(CC)CC)C.[Si]([O:28][CH2:29][C@H:30]1[O:34][C@@H:33]([N:35]2[CH:42]=[C:41]([CH3:43])[C:39](=[O:40])[NH:38][C:36]2=[O:37])[C@H:32]([O:44][CH2:45][CH2:46][O:47][N:48]([CH3:50])[CH3:49])[C@@H:31]1[OH:51])(C(C)(C)C)(C1C=CC=CC=1)C1C=CC=CC=1.CO. The catalyst is C1COCC1.C(Cl)Cl. The product is [CH3:49][N:48]([CH3:50])[O:47][CH2:46][CH2:45][O:44][C@@H:32]1[C@H:31]([OH:51])[C@@H:30]([CH2:29][OH:28])[O:34][C@H:33]1[N:35]1[CH:42]=[C:41]([CH3:43])[C:39](=[O:40])[NH:38][C:36]1=[O:37]. The yield is 0.925. (5) The reactants are [Mg].COCCO[AlH2-]OCCOC.[Na+].Cl[CH2:15][CH2:16][CH2:17][CH2:18][CH2:19][CH2:20][O:21][CH:22]1[CH2:27][CH2:26][CH2:25][CH2:24][O:23]1.[F:28][C:29]([F:37])([F:36])[C:30]([C:32]([F:35])([F:34])[F:33])=[O:31].CC(C)=O.C(=O)=O. The catalyst is C1COCC1. The product is [F:28][C:29]([F:37])([F:36])[C:30]([C:32]([F:35])([F:34])[F:33])([OH:31])[CH2:15][CH2:16][CH2:17][CH2:18][CH2:19][CH2:20][O:21][CH:22]1[CH2:27][CH2:26][CH2:25][CH2:24][O:23]1. The yield is 0.580. (6) The reactants are [N+:1]([C:4]1[CH:12]=[CH:11][C:10]([N:13]2[CH2:18][CH2:17][CH2:16][CH2:15][CH2:14]2)=[CH:9][C:5]=1[C:6]([OH:8])=O)([O-:3])=[O:2].[C:19]1([C:25]2[N:30]=[CH:29][C:28]([NH2:31])=[CH:27][N:26]=2)[CH:24]=[CH:23][CH:22]=[CH:21][CH:20]=1.Cl.CN(C)CCCN=C=NCC. The catalyst is ClCCl.CN(C)C1C=CN=CC=1.O. The product is [N+:1]([C:4]1[CH:12]=[CH:11][C:10]([N:13]2[CH2:18][CH2:17][CH2:16][CH2:15][CH2:14]2)=[CH:9][C:5]=1[C:6]([NH:31][C:28]1[CH:29]=[N:30][C:25]([C:19]2[CH:24]=[CH:23][CH:22]=[CH:21][CH:20]=2)=[N:26][CH:27]=1)=[O:8])([O-:3])=[O:2]. The yield is 0.110. (7) The reactants are [Cl:1][C:2]1[CH:7]=[CH:6][C:5]([CH:8]2[CH2:13][C:12](=[O:14])[N:11]([CH3:15])[C:10]([CH3:16])=[C:9]2[C:17]([OH:19])=O)=[C:4]([F:20])[CH:3]=1.[NH2:21][C:22]1[CH:23]=[C:24]2[C:28](=[CH:29][C:30]=1[F:31])[NH:27][N:26]=[CH:25]2.C(Cl)CCl.CCN(CC)CC. The catalyst is CN(C=O)C.CCOC(C)=O.Cl. The product is [Cl:1][C:2]1[CH:7]=[CH:6][C:5]([CH:8]2[CH2:13][C:12](=[O:14])[N:11]([CH3:15])[C:10]([CH3:16])=[C:9]2[C:17]([NH:21][C:22]2[CH:23]=[C:24]3[C:28](=[CH:29][C:30]=2[F:31])[NH:27][N:26]=[CH:25]3)=[O:19])=[C:4]([F:20])[CH:3]=1. The yield is 0.0400.